From a dataset of PAMPA (Parallel Artificial Membrane Permeability Assay) permeability data from NCATS. Regression/Classification. Given a drug SMILES string, predict its absorption, distribution, metabolism, or excretion properties. Task type varies by dataset: regression for continuous measurements (e.g., permeability, clearance, half-life) or binary classification for categorical outcomes (e.g., BBB penetration, CYP inhibition). Dataset: pampa_ncats. (1) The compound is CS(=O)(=O)C1=CC=C(C=C1)C2=CN=C(N3C2=NN=C3)NCC4=CC=CO4. The result is 1 (high permeability). (2) The molecule is C1=CC(=CC=C1C2=CSC(=N2)NC3=CC=C(C=C3)S(=O)(=O)NC4=NC=CS4)F. The result is 1 (high permeability). (3) The compound is C1CC(C2=C(C1)N(N=C2)C3=CC=C(C=C3)O)NC(=O)C4=CC=CC=N4. The result is 1 (high permeability). (4) The molecule is CC1=NC=C(C=C1)N2CCC(CC2)CNC3=NC(=NC=C3C)C4=CC=CC=C4C(C)C. The result is 1 (high permeability). (5) The compound is CN(C)C1=CC=CC(=C1)C2=NC=CC(=N2)N3CCC(CC3)C(=O)N. The result is 1 (high permeability).